Dataset: Peptide-MHC class I binding affinity with 185,985 pairs from IEDB/IMGT. Task: Regression. Given a peptide amino acid sequence and an MHC pseudo amino acid sequence, predict their binding affinity value. This is MHC class I binding data. (1) The peptide sequence is YAQMWTLMYF. The MHC is HLA-A23:01 with pseudo-sequence HLA-A23:01. The binding affinity (normalized) is 0.572. (2) The peptide sequence is MSLLDAHIPQL. The MHC is HLA-A02:01 with pseudo-sequence HLA-A02:01. The binding affinity (normalized) is 0.348.